This data is from Forward reaction prediction with 1.9M reactions from USPTO patents (1976-2016). The task is: Predict the product of the given reaction. Given the reactants [F:1][C:2]1[CH:3]=[C:4]([S:8]([CH2:11][CH:12]2[CH2:17][CH2:16][N:15]([C:18]([O:20][C:21]([CH3:24])([CH3:23])[CH3:22])=[O:19])[CH2:14][CH2:13]2)(=[O:10])=[O:9])[CH:5]=[CH:6][CH:7]=1.[Li+].[CH3:26]C([N-]C(C)C)C.CI, predict the reaction product. The product is: [F:1][C:2]1[CH:3]=[C:4]([S:8]([CH:11]([CH:12]2[CH2:13][CH2:14][N:15]([C:18]([O:20][C:21]([CH3:24])([CH3:23])[CH3:22])=[O:19])[CH2:16][CH2:17]2)[CH3:26])(=[O:10])=[O:9])[CH:5]=[CH:6][CH:7]=1.